This data is from Forward reaction prediction with 1.9M reactions from USPTO patents (1976-2016). The task is: Predict the product of the given reaction. (1) Given the reactants [CH2:1]([C:8]1[N:19]=[C:11]2[N:12]=[C:13]([CH2:17]Cl)[CH:14]=[C:15]([OH:16])[N:10]2[N:9]=1)[C:2]1[CH:7]=[CH:6][CH:5]=[CH:4][CH:3]=1.C1CCN2C(=NCCC2)CC1.[CH3:31][C:32]1[CH:33]=[C:34]([SH:39])[CH:35]=[CH:36][C:37]=1[CH3:38], predict the reaction product. The product is: [CH2:1]([C:8]1[N:19]=[C:11]2[N:12]=[C:13]([CH2:17][S:39][C:34]3[CH:35]=[CH:36][C:37]([CH3:38])=[C:32]([CH3:31])[CH:33]=3)[CH:14]=[C:15]([OH:16])[N:10]2[N:9]=1)[C:2]1[CH:7]=[CH:6][CH:5]=[CH:4][CH:3]=1. (2) Given the reactants [CH3:1][O:2][C:3]1[CH:4]=[C:5]2[CH2:11][CH2:10][N:9](C(OC(C)(C)C)=O)[C:6]2=[CH:7][N:8]=1.FC(F)(F)C(O)=O.[OH-].[Na+], predict the reaction product. The product is: [CH3:1][O:2][C:3]1[CH:4]=[C:5]2[CH2:11][CH2:10][NH:9][C:6]2=[CH:7][N:8]=1. (3) Given the reactants [CH:1]1[C:10]2[C:5](=[CH:6][CH:7]=[CH:8][CH:9]=2)[CH:4]=[CH:3][C:2]=1[NH:11][S:12]([C:15]1[CH:16]=[C:17]([CH:21]=[CH:22][C:23]([OH:25])=O)[CH:18]=[CH:19][CH:20]=1)(=[O:14])=[O:13].[Cl:26]CCl, predict the reaction product. The product is: [CH:1]1[C:10]2[C:5](=[CH:6][CH:7]=[CH:8][CH:9]=2)[CH:4]=[CH:3][C:2]=1[NH:11][S:12]([C:15]1[CH:16]=[C:17]([CH:21]=[CH:22][C:23]([Cl:26])=[O:25])[CH:18]=[CH:19][CH:20]=1)(=[O:14])=[O:13]. (4) Given the reactants [CH3:1][O:2][C:3]1[CH:4]=[N:5][CH:6]=[C:7]([O:9][CH3:10])[CH:8]=1.Cl.[Br-:12].[K+].S(=O)(=O)(O)O.[Br:19]([O-])(=O)=O.[K+].S([O-])([O-])=O.[Na+].[Na+], predict the reaction product. The product is: [Br:12][C:4]1[C:3]([O:2][CH3:1])=[CH:8][C:7]([O:9][CH3:10])=[C:6]([Br:19])[N:5]=1. (5) The product is: [CH3:1][C@H:2]1[CH2:7][CH2:8][N:12]([C@@H:13]([CH3:16])[CH2:14][OH:15])[CH2:3]1. Given the reactants [CH3:1][C@@H:2]([CH2:7][C:8](OC)=O)[C:3](OC)=O.[NH2:12][C@@H:13]([CH3:16])[CH2:14][OH:15], predict the reaction product. (6) Given the reactants [NH:1]1[C:9]2[C:4](=[CH:5][C:6](B(O)O)=[CH:7][CH:8]=2)[CH:3]=[CH:2]1.Br[C:14]1[CH:15]=[C:16]([CH:18]=[CH:19][CH:20]=1)[NH2:17].C([O-])([O-])=O.[Na+].[Na+], predict the reaction product. The product is: [NH:1]1[C:9]2[C:4](=[CH:5][C:6]([C:14]3[CH:15]=[C:16]([NH2:17])[CH:18]=[CH:19][CH:20]=3)=[CH:7][CH:8]=2)[CH:3]=[CH:2]1.